Dataset: NCI-60 drug combinations with 297,098 pairs across 59 cell lines. Task: Regression. Given two drug SMILES strings and cell line genomic features, predict the synergy score measuring deviation from expected non-interaction effect. (1) Drug 1: CN(CCCl)CCCl.Cl. Drug 2: COC1=C2C(=CC3=C1OC=C3)C=CC(=O)O2. Cell line: SF-268. Synergy scores: CSS=-1.60, Synergy_ZIP=-2.41, Synergy_Bliss=0.644, Synergy_Loewe=-7.44, Synergy_HSA=-1.28. (2) Drug 1: C(CC(=O)O)C(=O)CN.Cl. Drug 2: COC1=C2C(=CC3=C1OC=C3)C=CC(=O)O2. Synergy scores: CSS=21.1, Synergy_ZIP=-5.25, Synergy_Bliss=-1.08, Synergy_Loewe=-0.973, Synergy_HSA=-0.149. Cell line: NCI-H322M. (3) Drug 1: C1=CC(=CC=C1C#N)C(C2=CC=C(C=C2)C#N)N3C=NC=N3. Drug 2: C1=NC(=NC(=O)N1C2C(C(C(O2)CO)O)O)N. Cell line: MDA-MB-435. Synergy scores: CSS=40.0, Synergy_ZIP=2.72, Synergy_Bliss=5.87, Synergy_Loewe=0.706, Synergy_HSA=1.62.